This data is from Forward reaction prediction with 1.9M reactions from USPTO patents (1976-2016). The task is: Predict the product of the given reaction. (1) The product is: [NH2:19][C:10]1[CH:11]=[C:12]([NH:15][C:16](=[O:18])[CH3:17])[CH:13]=[CH:14][C:9]=1[NH:8][CH2:7][CH:1]1[CH2:6][CH2:5][CH2:4][CH2:3][CH2:2]1. Given the reactants [CH:1]1([CH2:7][NH:8][C:9]2[CH:14]=[CH:13][C:12]([NH:15][C:16](=[O:18])[CH3:17])=[CH:11][C:10]=2[N+:19]([O-])=O)[CH2:6][CH2:5][CH2:4][CH2:3][CH2:2]1, predict the reaction product. (2) Given the reactants C([O:4][C:5]([C:8]1[O:9][C:10]([C:13]2[S:14][C:15]([C:25]3[CH:30]=[CH:29][C:28]([S:31](=[O:38])(=[O:37])[NH:32][C:33]([CH3:36])([CH3:35])[CH3:34])=[C:27]([C:39]([F:42])([F:41])[F:40])[CH:26]=3)=[C:16]([CH2:18][CH:19]3[CH2:24][CH2:23][CH2:22][CH2:21][CH2:20]3)[N:17]=2)=[N:11][N:12]=1)([CH3:7])[CH3:6])(=O)C.O[Li].O, predict the reaction product. The product is: [C:33]([NH:32][S:31]([C:28]1[CH:29]=[CH:30][C:25]([C:15]2[S:14][C:13]([C:10]3[O:9][C:8]([C:5]([OH:4])([CH3:7])[CH3:6])=[N:12][N:11]=3)=[N:17][C:16]=2[CH2:18][CH:19]2[CH2:20][CH2:21][CH2:22][CH2:23][CH2:24]2)=[CH:26][C:27]=1[C:39]([F:40])([F:41])[F:42])(=[O:37])=[O:38])([CH3:34])([CH3:35])[CH3:36]. (3) Given the reactants [N+:1]([O-:4])([O-])=[O:2].[K+].[CH2:6]([N:8]1[CH2:16][C:15]2[C:10](=[CH:11][CH:12]=[C:13]([NH:17][C:18](=[O:20])[CH3:19])[CH:14]=2)[CH2:9]1)[CH3:7], predict the reaction product. The product is: [CH2:6]([N:8]1[CH2:16][C:15]2[C:10](=[CH:11][C:12]([N+:1]([O-:4])=[O:2])=[C:13]([NH:17][C:18](=[O:20])[CH3:19])[CH:14]=2)[CH2:9]1)[CH3:7].